Task: Regression/Classification. Given a drug SMILES string, predict its absorption, distribution, metabolism, or excretion properties. Task type varies by dataset: regression for continuous measurements (e.g., permeability, clearance, half-life) or binary classification for categorical outcomes (e.g., BBB penetration, CYP inhibition). Dataset: cyp3a4_substrate_carbonmangels.. Dataset: CYP3A4 substrate classification data from Carbon-Mangels et al. The drug is O=[N+]([O-])O[C@H]1CO[C@H]2[C@@H]1OC[C@H]2O[N+](=O)[O-]. The result is 1 (substrate).